Dataset: Full USPTO retrosynthesis dataset with 1.9M reactions from patents (1976-2016). Task: Predict the reactants needed to synthesize the given product. (1) Given the product [CH3:18][O:17][CH2:16][CH2:15][O:14][C:12]1[CH:11]=[CH:10][C:9](/[CH:19]=[CH:20]/[C:21]([NH:23][S:24]([CH2:27][CH2:28][CH2:29][CH2:30][CH3:31])(=[O:26])=[O:25])=[O:22])=[C:8]([CH2:7][C:5]2[S:6][C:2]([C:34]3[CH:39]=[CH:38][CH:37]=[CH:36][CH:35]=3)=[CH:3][N:4]=2)[CH:13]=1, predict the reactants needed to synthesize it. The reactants are: Br[C:2]1[S:6][C:5]([CH2:7][C:8]2[CH:13]=[C:12]([O:14][CH2:15][CH2:16][O:17][CH3:18])[CH:11]=[CH:10][C:9]=2/[CH:19]=[CH:20]/[C:21]([NH:23][S:24]([CH2:27][CH2:28][CH2:29][CH2:30][CH3:31])(=[O:26])=[O:25])=[O:22])=[N:4][CH:3]=1.OB(O)[C:34]1[CH:39]=[CH:38][CH:37]=[CH:36][CH:35]=1.C(=O)([O-])[O-].[Na+].[Na+].O. (2) Given the product [ClH:33].[ClH:33].[NH2:25][C@@H:23]1[CH2:24][C@H:22]1[C:19]1[CH:18]=[CH:17][C:16]([C:14]([NH:13][C:10]2[CH:11]=[CH:12][C:7]([C:2]3[N:1]=[CH:6][CH:5]=[CH:4][N:3]=3)=[CH:8][CH:9]=2)=[O:15])=[CH:21][CH:20]=1, predict the reactants needed to synthesize it. The reactants are: [N:1]1[CH:6]=[CH:5][CH:4]=[N:3][C:2]=1[C:7]1[CH:12]=[CH:11][C:10]([NH:13][C:14]([C:16]2[CH:21]=[CH:20][C:19]([C@@H:22]3[CH2:24][C@H:23]3[NH:25]C(=O)OC(C)(C)C)=[CH:18][CH:17]=2)=[O:15])=[CH:9][CH:8]=1.[ClH:33].C(OCC)(=O)C. (3) Given the product [CH3:10][O:8][C:7]([CH:5]1[CH2:4][CH2:3][C:2](=[O:1])[NH:6]1)=[O:9], predict the reactants needed to synthesize it. The reactants are: [O:1]=[C:2]1[NH:6][CH:5]([C:7]([OH:9])=[O:8])[CH2:4][CH2:3]1.[CH3:10]O. (4) Given the product [C:7]([NH:8][CH:9]1[CH2:14][CH2:13][N:12]([C:26]2[CH2:33][CH2:32][CH2:31][CH2:30][CH2:29][CH2:28][CH:27]=2)[CH2:11][CH2:10]1)([O:6][C:2]([CH3:5])([CH3:3])[CH3:4])=[O:15], predict the reactants needed to synthesize it. The reactants are: Cl.[C:2]([O:6][C:7](=[O:15])[NH:8][CH:9]1[CH2:14][CH2:13][NH:12][CH2:11][CH2:10]1)([CH3:5])([CH3:4])[CH3:3].C(OC(OCC)OCC)C.[C:26]1(C=O)[CH2:33][CH2:32][CH2:31][CH2:30][CH2:29][CH2:28][CH:27]=1.C(O[BH-](OC(=O)C)OC(=O)C)(=O)C.[Na+]. (5) Given the product [CH:1]([NH:5][CH:6]1[CH2:11][CH2:10][CH:9]([CH2:12][NH:13][C:14](=[O:20])[O:15][C:16]([CH3:18])([CH3:17])[CH3:19])[CH2:8][CH2:7]1)([CH3:3])[CH3:2], predict the reactants needed to synthesize it. The reactants are: [CH:1](I)([CH3:3])[CH3:2].[NH2:5][CH:6]1[CH2:11][CH2:10][CH:9]([CH2:12][NH:13][C:14](=[O:20])[O:15][C:16]([CH3:19])([CH3:18])[CH3:17])[CH2:8][CH2:7]1.C(N(C(C)C)CC)(C)C. (6) Given the product [C:25]([O:24][C@@H:18]([C:9]1[C:8]([CH3:29])=[CH:7][C:5]2[N:6]=[C:2]([C:40]3[CH:39]=[CH:38][N:37]=[C:36]([N:30]4[CH2:31][CH2:32][NH:33][CH2:34][CH2:35]4)[CH:41]=3)[S:3][C:4]=2[C:10]=1[C:11]1[CH:16]=[CH:15][C:14]([Cl:17])=[CH:13][CH:12]=1)[C:19]([O:21][CH2:22][CH3:23])=[O:20])([CH3:28])([CH3:27])[CH3:26], predict the reactants needed to synthesize it. The reactants are: Br[C:2]1[S:3][C:4]2[C:10]([C:11]3[CH:16]=[CH:15][C:14]([Cl:17])=[CH:13][CH:12]=3)=[C:9]([C@H:18]([O:24][C:25]([CH3:28])([CH3:27])[CH3:26])[C:19]([O:21][CH2:22][CH3:23])=[O:20])[C:8]([CH3:29])=[CH:7][C:5]=2[N:6]=1.[N:30]1([C:36]2[CH:41]=[C:40](B(O)O)[CH:39]=[CH:38][N:37]=2)[CH2:35][CH2:34][NH:33][CH2:32][CH2:31]1.C(=O)([O-])[O-].[K+].[K+].